From a dataset of Catalyst prediction with 721,799 reactions and 888 catalyst types from USPTO. Predict which catalyst facilitates the given reaction. (1) Reactant: C[O:2][C:3]([C:5]1[N:6]=[CH:7][N:8]([C:10]2[CH:15]=[CH:14][C:13]([S:16]([CH3:19])(=[O:18])=[O:17])=[CH:12][CH:11]=2)[CH:9]=1)=[O:4].[OH-].[Na+]. Product: [CH3:19][S:16]([C:13]1[CH:12]=[CH:11][C:10]([N:8]2[CH:9]=[C:5]([C:3]([OH:4])=[O:2])[N:6]=[CH:7]2)=[CH:15][CH:14]=1)(=[O:17])=[O:18]. The catalyst class is: 5. (2) Reactant: C([Li])CCC.C(NC(C)C)(C)C.[CH3:13][C:14]1[CH:19]=[C:18]([CH3:20])[CH:17]=[CH:16][C:15]=1[C:21]1[N:29]=[C:28]([S:30][CH3:31])[N:27]=[C:26]2[C:22]=1[N:23]=[CH:24][N:25]2[CH:32]1[CH2:37][CH2:36][CH2:35][CH2:34][O:33]1.[Cl:38]N1C(=O)CCC1=O.C(=O)(O)[O-].[Na+]. Product: [Cl:38][C:24]1[N:25]([CH:32]2[CH2:37][CH2:36][CH2:35][CH2:34][O:33]2)[C:26]2[C:22]([N:23]=1)=[C:21]([C:15]1[CH:16]=[CH:17][C:18]([CH3:20])=[CH:19][C:14]=1[CH3:13])[N:29]=[C:28]([S:30][CH3:31])[N:27]=2. The catalyst class is: 56. (3) Reactant: [I:1][C:2]1[C:10]2[C:5](=[CH:6][CH:7]=[CH:8][CH:9]=2)[NH:4][N:3]=1.[Cl:11][C:12]1[CH:20]=[CH:19][CH:18]=[C:17]([C:21]([F:24])([F:23])[F:22])[C:13]=1[C:14](Cl)=[O:15].CCN(CC)CC.O. Product: [Cl:11][C:12]1[CH:20]=[CH:19][CH:18]=[C:17]([C:21]([F:23])([F:24])[F:22])[C:13]=1[C:14]([N:4]1[C:5]2[C:10](=[CH:9][CH:8]=[CH:7][CH:6]=2)[C:2]([I:1])=[N:3]1)=[O:15]. The catalyst class is: 64. (4) Reactant: C([NH:4][C:5]1[S:6][C:7]([S:11]([N:14]2[CH2:18][CH2:17][CH:16]([OH:19])[CH2:15]2)(=[O:13])=[O:12])=[C:8]([CH3:10])[N:9]=1)(=O)C. Product: [NH2:4][C:5]1[S:6][C:7]([S:11]([N:14]2[CH2:18][CH2:17][CH:16]([OH:19])[CH2:15]2)(=[O:13])=[O:12])=[C:8]([CH3:10])[N:9]=1. The catalyst class is: 33.